The task is: Predict the reaction yield, written as a fraction of the theoretical maximum amount of product (1.0 means a 100% yield; for example, 0.34 means a 34% yield).. This data is from Reaction yield outcomes from USPTO patents with 853,638 reactions. (1) The reactants are Br[C:2]1[CH:3]=[C:4]([CH:7]=[CH:8][C:9]=1[O:10][CH3:11])[C:5]#[N:6].C([O:15][B:16](OC(C)C)[O:17]C(C)C)(C)C.C([Li])CCC.CCCCCC. The catalyst is C1COCC1. The product is [CH3:11][O:10][C:9]1[CH:8]=[CH:7][C:4]([C:5]#[N:6])=[CH:3][C:2]=1[B:16]([OH:17])[OH:15]. The yield is 0.780. (2) The reactants are [Cl-].O[NH3+:3].[C:4](=[O:7])([O-])[OH:5].[Na+].CS(C)=O.[CH2:13]([C:17]1[N:18]=[C:19]([CH3:49])[N:20]([C:40]2[CH:41]=[CH:42][C:43]3[O:47][CH2:46][CH2:45][C:44]=3[CH:48]=2)[C:21](=[O:39])[C:22]=1[CH2:23][C:24]1[CH:29]=[CH:28][C:27]([C:30]2[C:31]([C:36]#[N:37])=[CH:32][CH:33]=[CH:34][CH:35]=2)=[CH:26][C:25]=1[F:38])[CH2:14][CH2:15][CH3:16]. The catalyst is O.C(OCC)(=O)C. The product is [CH2:13]([C:17]1[N:18]=[C:19]([CH3:49])[N:20]([C:40]2[CH:41]=[CH:42][C:43]3[O:47][CH2:46][CH2:45][C:44]=3[CH:48]=2)[C:21](=[O:39])[C:22]=1[CH2:23][C:24]1[CH:29]=[CH:28][C:27]([C:30]2[CH:35]=[CH:34][CH:33]=[CH:32][C:31]=2[C:36]2[NH:3][C:4](=[O:7])[O:5][N:37]=2)=[CH:26][C:25]=1[F:38])[CH2:14][CH2:15][CH3:16]. The yield is 0.600. (3) The reactants are [Br:1][C:2]1([CH2:7][CH2:8][CH2:9][CH2:10][O:11]C(=O)C2C=CC(C)=CC=2)[CH2:4][C:3]1([Br:6])[Br:5].C(=O)([O-])[O-].[K+].[K+].O. The catalyst is CO. The product is [Br:1][C:2]1([CH2:7][CH2:8][CH2:9][CH2:10][OH:11])[CH2:4][C:3]1([Br:6])[Br:5]. The yield is 0.740. (4) The reactants are [OH-].[Na+].[Br:3][C:4]1[CH:9]=[CH:8][N:7]=[C:6]2[NH:10][CH:11]=[CH:12][C:5]=12.[S:13](Cl)([C:16]1[CH:22]=[CH:21][C:19]([CH3:20])=[CH:18][CH:17]=1)(=[O:15])=[O:14]. The catalyst is S([O-])(O)(=O)=O.C([N+](CCCC)(CCCC)CCCC)CCC.C(Cl)Cl. The product is [Br:3][C:4]1[CH:9]=[CH:8][N:7]=[C:6]2[N:10]([S:13]([C:16]3[CH:22]=[CH:21][C:19]([CH3:20])=[CH:18][CH:17]=3)(=[O:15])=[O:14])[CH:11]=[CH:12][C:5]=12. The yield is 0.810. (5) The reactants are [C:1]([C:4]1[C:9]([C:10]2[CH:15]=[CH:14][CH:13]=[CH:12][CH:11]=2)=[N:8][N:7]([CH2:16][CH3:17])[C:6](=[O:18])[C:5]=1[N+:19]([O-])=O)(=[O:3])[CH3:2].N[C:23]1[N:28]=[CH:27][CH:26]=[CH:25][N:24]=1. The yield is 0.356. The catalyst is C(O)C. The product is [C:1]([C:4]1[C:9]([C:10]2[CH:15]=[CH:14][CH:13]=[CH:12][CH:11]=2)=[N:8][N:7]([CH2:16][CH3:17])[C:6](=[O:18])[C:5]=1[NH:19][C:23]1[N:28]=[CH:27][CH:26]=[CH:25][N:24]=1)(=[O:3])[CH3:2]. (6) The reactants are [F:1][C:2]([F:7])([F:6])[C:3]([OH:5])=[O:4].[C:8]([C:10]1[CH:11]=[C:12]([C:22]2[CH:23]=[C:24]3[C:28](=[C:29]([C:31]([NH2:33])=[O:32])[CH:30]=2)[NH:27][CH:26]=[C:25]3[CH:34]2[CH2:39][CH2:38][N:37]([S:40]([CH2:43][CH3:44])(=[O:42])=[O:41])[CH2:36][CH2:35]2)[CH:13]=[C:14]([CH2:16][NH:17][CH2:18]C(C)C)[CH:15]=1)#[N:9].[CH3:45]NCC(C)C. No catalyst specified. The product is [F:1][C:2]([F:7])([F:6])[C:3]([OH:5])=[O:4].[C:8]([C:10]1[CH:11]=[C:12]([C:22]2[CH:23]=[C:24]3[C:28](=[C:29]([C:31]([NH2:33])=[O:32])[CH:30]=2)[NH:27][CH:26]=[C:25]3[CH:34]2[CH2:39][CH2:38][N:37]([S:40]([CH2:43][CH3:44])(=[O:42])=[O:41])[CH2:36][CH2:35]2)[CH:13]=[C:14]([CH2:16][N:17]([CH3:45])[CH3:18])[CH:15]=1)#[N:9]. The yield is 0.610. (7) The reactants are Br[CH2:2][CH2:3][CH2:4][C:5]([CH3:15])([CH3:14])[CH2:6][O:7][CH:8]1[CH2:13][CH2:12][CH2:11][CH2:10][O:9]1.[CH3:16][C:17]1[CH:22]=[CH:21][C:20]([S:23]([CH2:26][N+:27]#[C-:28])(=[O:25])=[O:24])=[CH:19][CH:18]=1.[H-].[Na+].[I-]. The catalyst is CS(C)=O.ClCCl.O. The yield is 0.0560. The product is [N+:27]([C:26]([S:23]([C:20]1[CH:19]=[CH:18][C:17]([CH3:16])=[CH:22][CH:21]=1)(=[O:25])=[O:24])([CH2:2][CH2:3][CH2:4][C:5]([CH3:14])([CH3:15])[CH2:6][O:7][CH:8]1[CH2:13][CH2:12][CH2:11][CH2:10][O:9]1)[CH2:2][CH2:3][CH2:4][C:5]([CH3:15])([CH3:14])[CH2:6][O:7][CH:8]1[CH2:13][CH2:12][CH2:11][CH2:10][O:9]1)#[C-:28]. (8) The reactants are [CH:1](=[C:8]1[CH2:13][CH2:12][N:11]([C:14]([O:16][C:17]([CH3:20])([CH3:19])[CH3:18])=[O:15])[CH2:10][CH:9]1[CH3:21])[C:2]1[CH:7]=[CH:6][CH:5]=[CH:4][CH:3]=1. The catalyst is CO.[Pd]. The product is [CH2:1]([CH:8]1[CH2:13][CH2:12][N:11]([C:14]([O:16][C:17]([CH3:20])([CH3:19])[CH3:18])=[O:15])[CH2:10][CH:9]1[CH3:21])[C:2]1[CH:3]=[CH:4][CH:5]=[CH:6][CH:7]=1. The yield is 0.820. (9) The reactants are [C:1]([C:5]1[N:10]=[C:9]([N:11]2[CH2:16][CH2:15][N:14]([CH2:17][CH2:18][CH2:19][CH2:20][NH2:21])[CH2:13][CH2:12]2)[CH:8]=[C:7]([C:22]([F:25])([F:24])[F:23])[N:6]=1)([CH3:4])([CH3:3])[CH3:2].C1N=CN([C:31](N2C=NC=C2)=[O:32])C=1.[C:38]1([S:44]([N:47]2[CH2:52][CH2:51][NH:50][CH2:49][CH2:48]2)(=[O:46])=[O:45])[CH:43]=[CH:42][CH:41]=[CH:40][CH:39]=1. The catalyst is C(Cl)(Cl)Cl.CO. The product is [C:1]([C:5]1[N:10]=[C:9]([N:11]2[CH2:16][CH2:15][N:14]([CH2:17][CH2:18][CH2:19][CH2:20][NH:21][C:31]([N:50]3[CH2:51][CH2:52][N:47]([S:44]([C:38]4[CH:43]=[CH:42][CH:41]=[CH:40][CH:39]=4)(=[O:46])=[O:45])[CH2:48][CH2:49]3)=[O:32])[CH2:13][CH2:12]2)[CH:8]=[C:7]([C:22]([F:24])([F:25])[F:23])[N:6]=1)([CH3:4])([CH3:2])[CH3:3]. The yield is 0.330.